Task: Predict the reactants needed to synthesize the given product.. Dataset: Full USPTO retrosynthesis dataset with 1.9M reactions from patents (1976-2016) (1) Given the product [CH3:25][C:24]1[N:19]2[N:18]=[C:17]([C:3]3[C:2]([C:28]#[N:29])=[CH:7][N:6]4[CH:8]=[C:9]([C:11]5[CH:16]=[CH:15][CH:14]=[CH:13][CH:12]=5)[N:10]=[C:5]4[CH:4]=3)[N:27]=[C:20]2[C:21]([CH3:26])=[N:22][CH:23]=1, predict the reactants needed to synthesize it. The reactants are: Br[C:2]1[C:3]([C:17]2[N:27]=[C:20]3[C:21]([CH3:26])=[N:22][CH:23]=[C:24]([CH3:25])[N:19]3[N:18]=2)=[CH:4][C:5]2[N:6]([CH:8]=[C:9]([C:11]3[CH:16]=[CH:15][CH:14]=[CH:13][CH:12]=3)[N:10]=2)[CH:7]=1.[CH3:28][N:29](C=O)C. (2) Given the product [Br:1][C:2]1[C:3]([O:15][CH2:34][O:35][CH2:50][CH2:49][O:48][CH3:45])=[C:4]([CH:7]=[C:8]([C:10]2[N:14]([CH2:25][O:26][CH2:27][CH2:28][O:29][CH3:30])[N:13]=[N:12][N:11]=2)[CH:9]=1)[CH:5]=[O:6], predict the reactants needed to synthesize it. The reactants are: [Br:1][C:2]1[C:3]([OH:15])=[C:4]([CH:7]=[C:8]([C:10]2[NH:14][N:13]=[N:12][N:11]=2)[CH:9]=1)[CH:5]=[O:6].C(N(C(C)C)CC)(C)C.[CH3:25][O:26][CH2:27][CH2:28][O:29][CH2:30]Cl.C(O)(=O)C[C:34](CC(O)=O)(C(O)=O)[OH:35].[C:45]([O:48][CH2:49][CH3:50])(=O)C.